Dataset: Full USPTO retrosynthesis dataset with 1.9M reactions from patents (1976-2016). Task: Predict the reactants needed to synthesize the given product. (1) Given the product [Cl:1][C:2]1[C:10]([F:11])=[CH:9][CH:8]=[CH:7][C:3]=1[C:4]([N:26]([O:27][CH3:28])[CH3:25])=[O:5], predict the reactants needed to synthesize it. The reactants are: [Cl:1][C:2]1[C:10]([F:11])=[CH:9][CH:8]=[CH:7][C:3]=1[C:4](O)=[O:5].C(N1C=CN=C1)(N1C=CN=C1)=O.Cl.[CH3:25][NH:26][O:27][CH3:28].CCN(CC)CC. (2) Given the product [F:14][C:2]1([F:1])[CH2:7][CH2:6][CH2:5][O:4][C:3]1([CH3:13])[C:8]([O:10][CH2:11][CH3:12])=[O:9], predict the reactants needed to synthesize it. The reactants are: [F:1][C:2]1([F:14])[CH:7]=[CH:6][CH2:5][O:4][C:3]1([CH3:13])[C:8]([O:10][CH2:11][CH3:12])=[O:9]. (3) Given the product [Br:21][C:22]1[CH:27]=[C:26]([F:28])[CH:25]=[CH:24][C:23]=1[CH2:29][N:14]1[C:15]([CH3:18])([CH3:19])[C:16](=[O:17])[N:12]([C:10]2[CH:9]=[CH:8][C:5]([C:6]#[N:7])=[C:4]([CH:1]3[CH2:2][CH2:3]3)[CH:11]=2)[C:13]1=[O:20], predict the reactants needed to synthesize it. The reactants are: [CH:1]1([C:4]2[CH:11]=[C:10]([N:12]3[C:16](=[O:17])[C:15]([CH3:19])([CH3:18])[NH:14][C:13]3=[O:20])[CH:9]=[CH:8][C:5]=2[C:6]#[N:7])[CH2:3][CH2:2]1.[Br:21][C:22]1[CH:27]=[C:26]([F:28])[CH:25]=[CH:24][C:23]=1[CH2:29]Br. (4) Given the product [CH2:6]1[C:10]2=[C:11]([CH:27]=[O:28])[C:12]3[CH:13]=[CH:14][CH:15]=[N:16][C:17]=3[N:9]2[CH2:8][CH2:7]1, predict the reactants needed to synthesize it. The reactants are: P(Cl)(Cl)(Cl)=O.[CH2:6]1[C:10]2=[CH:11][C:12]3[CH:13]=[CH:14][CH:15]=[N:16][C:17]=3[N:9]2[CH2:8][CH2:7]1.[OH-].[Na+].CC1C=CC([CH2:27][O:28]C(NNC(C2C=NC=CN=2)=O)=O)=CC=1. (5) The reactants are: Cl[C:2]1[CH:11]=[CH:10][N:9]=[C:8]2[C:3]=1[CH:4]=[CH:5][C:6]([CH3:12])=[N:7]2.[NH2:13][C:14]1[CH:19]=[C:18]([O:20][CH2:21][C:22]2[CH:27]=[CH:26][CH:25]=[C:24]([CH3:28])[CH:23]=2)[CH:17]=[CH:16][C:15]=1[S:29][C:30]1[CH:35]=[CH:34][C:33]([NH:36][C:37](=[O:39])[CH3:38])=[CH:32][CH:31]=1. Given the product [CH3:28][C:24]1[CH:23]=[C:22]([CH:27]=[CH:26][CH:25]=1)[CH2:21][O:20][C:18]1[CH:17]=[CH:16][C:15]([S:29][C:30]2[CH:35]=[CH:34][C:33]([NH:36][C:37](=[O:39])[CH3:38])=[CH:32][CH:31]=2)=[C:14]([NH:13][C:2]2[C:3]3[C:8](=[N:7][C:6]([CH3:12])=[CH:5][CH:4]=3)[N:9]=[CH:10][CH:11]=2)[CH:19]=1, predict the reactants needed to synthesize it. (6) The reactants are: [C:1]([C:5]1[CH:9]=[C:8]([CH2:10][NH:11][C:12](=[O:18])[O:13][C:14]([CH3:17])([CH3:16])[CH3:15])[NH:7][N:6]=1)([CH3:4])([CH3:3])[CH3:2].[F:19][C:20]([F:32])([F:31])[O:21][C:22]1[CH:23]=[C:24](B(O)O)[CH:25]=[CH:26][CH:27]=1.N1C=CC=CC=1. Given the product [C:1]([C:5]1[CH:9]=[C:8]([CH2:10][NH:11][C:12](=[O:18])[O:13][C:14]([CH3:17])([CH3:16])[CH3:15])[N:7]([C:24]2[CH:25]=[CH:26][CH:27]=[C:22]([O:21][C:20]([F:19])([F:31])[F:32])[CH:23]=2)[N:6]=1)([CH3:4])([CH3:2])[CH3:3], predict the reactants needed to synthesize it. (7) The reactants are: C([O:8][C:9]1[CH:17]=[CH:16][CH:15]=[C:14]2[C:10]=1[CH:11]=[C:12]([C:19]([O:21][CH2:22][CH3:23])=[O:20])[N:13]2[CH3:18])C1C=CC=CC=1. Given the product [OH:8][C:9]1[CH:17]=[CH:16][CH:15]=[C:14]2[C:10]=1[CH:11]=[C:12]([C:19]([O:21][CH2:22][CH3:23])=[O:20])[N:13]2[CH3:18], predict the reactants needed to synthesize it. (8) Given the product [CH3:5][C:4]1[C:7]2[C:8](=[CH:9][C:10]([N:13]3[CH2:17][CH2:16][N:15]([C:18]4[CH:19]=[N:20][CH:21]=[CH:22][C:23]=4[CH3:24])[C:14]3=[O:25])=[CH:11][CH:12]=2)[NH:3][N:2]=1, predict the reactants needed to synthesize it. The reactants are: O.[NH2:2][NH2:3].[C:4]([C:7]1[CH:12]=[CH:11][C:10]([N:13]2[CH2:17][CH2:16][N:15]([C:18]3[CH:19]=[N:20][CH:21]=[CH:22][C:23]=3[CH3:24])[C:14]2=[O:25])=[CH:9][C:8]=1F)(=O)[CH3:5].CO. (9) Given the product [OH:2][CH2:3][C:4]([C:7]1[O:11][N:10]=[C:9]([NH:12][C:13]([C@@H:15]2[CH2:20][CH2:19][CH2:18][CH2:17][N:16]2[C:21]([N:23]2[CH2:28][CH2:27][S:26](=[O:29])(=[O:30])[CH2:25][CH2:24]2)=[O:22])=[O:14])[CH:8]=1)([CH3:6])[CH3:5], predict the reactants needed to synthesize it. The reactants are: C[O:2][CH2:3][C:4]([C:7]1[O:11][N:10]=[C:9]([NH:12][C:13]([C@@H:15]2[CH2:20][CH2:19][CH2:18][CH2:17][N:16]2[C:21]([N:23]2[CH2:28][CH2:27][S:26](=[O:30])(=[O:29])[CH2:25][CH2:24]2)=[O:22])=[O:14])[CH:8]=1)([CH3:6])[CH3:5].[Cl-].[Al+3].[Cl-].[Cl-].